Dataset: Reaction yield outcomes from USPTO patents with 853,638 reactions. Task: Predict the reaction yield, written as a fraction of the theoretical maximum amount of product (1.0 means a 100% yield; for example, 0.34 means a 34% yield). The reactants are N1CC[CH2:3][CH2:2]1.C1(=O)CCCC1.[C-]#N.[K+].[CH3:15][C:16]([N:20]1[CH2:24][CH2:23][CH2:22][CH2:21]1)([CH3:19])[C:17]#[N:18]. The catalyst is O. The product is [N:20]1([C:16]2([C:17]#[N:18])[CH2:19][CH2:3][CH2:2][CH2:15]2)[CH2:24][CH2:23][CH2:22][CH2:21]1. The yield is 0.760.